This data is from HIV replication inhibition screening data with 41,000+ compounds from the AIDS Antiviral Screen. The task is: Binary Classification. Given a drug SMILES string, predict its activity (active/inactive) in a high-throughput screening assay against a specified biological target. (1) The molecule is COC(=O)c1ccc(C=C(C#N)C#N)cc1. The result is 0 (inactive). (2) The drug is CC(=O)CC(=O)Nc1ccccc1C(F)(F)F. The result is 0 (inactive).